Task: Predict the reaction yield, written as a fraction of the theoretical maximum amount of product (1.0 means a 100% yield; for example, 0.34 means a 34% yield).. Dataset: Reaction yield outcomes from USPTO patents with 853,638 reactions (1) The reactants are [F:1][C:2]1[CH:7]=[CH:6][C:5]([C:8]2[N:9]=[C:10]3[N:15]=[CH:14][C:13]([NH:16]C(=O)OCC4C=CC=CC=4)=[CH:12][N:11]3[CH:27]=2)=[CH:4][C:3]=1[NH:28][C:29]([N:31]1[CH2:35][CH2:34][CH2:33][CH2:32]1)=[O:30].C([SiH](CC)CC)C. The catalyst is CO.[Pd]. The product is [NH2:16][C:13]1[CH:14]=[N:15][C:10]2[N:11]([CH:27]=[C:8]([C:5]3[CH:6]=[CH:7][C:2]([F:1])=[C:3]([NH:28][C:29]([N:31]4[CH2:35][CH2:34][CH2:33][CH2:32]4)=[O:30])[CH:4]=3)[N:9]=2)[CH:12]=1. The yield is 0.260. (2) The reactants are Cl[C:2]1[N:7]=[C:6]([NH:8][CH2:9][CH2:10][N:11]([CH3:13])[CH3:12])[N:5]=[C:4]2[N:14]([C:19]3[C:24]([F:25])=[CH:23][CH:22]=[CH:21][C:20]=3[F:26])[C:15](=[O:18])[NH:16][CH2:17][C:3]=12.O.C(=O)([O-])[O-].[K+].[K+].CC1(C)C(C)(C)OB([C:42]2[CH:50]=[CH:49][C:45]([C:46]([OH:48])=[O:47])=[CH:44][CH:43]=2)O1. The catalyst is O1CCOCC1.C1C=CC([P]([Pd]([P](C2C=CC=CC=2)(C2C=CC=CC=2)C2C=CC=CC=2)([P](C2C=CC=CC=2)(C2C=CC=CC=2)C2C=CC=CC=2)[P](C2C=CC=CC=2)(C2C=CC=CC=2)C2C=CC=CC=2)(C2C=CC=CC=2)C2C=CC=CC=2)=CC=1. The product is [F:26][C:20]1[CH:21]=[CH:22][CH:23]=[C:24]([F:25])[C:19]=1[N:14]1[C:4]2[N:5]=[C:6]([NH:8][CH2:9][CH2:10][N:11]([CH3:13])[CH3:12])[N:7]=[C:2]([C:42]3[CH:50]=[CH:49][C:45]([C:46]([OH:48])=[O:47])=[CH:44][CH:43]=3)[C:3]=2[CH2:17][NH:16][C:15]1=[O:18]. The yield is 0.770. (3) The reactants are O.O.[Sn](Cl)[Cl:4].[CH3:6][O:7][C:8](=[O:32])[C@H:9]([CH2:28][CH2:29][S:30][CH3:31])[NH:10][C:11](=[O:27])[C:12]1[CH:17]=[CH:16][C:15]([N+:18]([O-])=O)=[CH:14][C:13]=1[C:21]1[CH:26]=[CH:25][CH:24]=[CH:23][CH:22]=1. The catalyst is C(OCC)(=O)C. The product is [ClH:4].[CH3:6][O:7][C:8](=[O:32])[C@H:9]([CH2:28][CH2:29][S:30][CH3:31])[NH:10][C:11](=[O:27])[C:12]1[CH:17]=[CH:16][C:15]([NH2:18])=[CH:14][C:13]=1[C:21]1[CH:22]=[CH:23][CH:24]=[CH:25][CH:26]=1. The yield is 0.830. (4) The reactants are [OH:1][N:2]1[C:6](=[O:7])[C@@H:5]([O:8][C:9](=[O:16])[C:10]2[CH:15]=[CH:14][CH:13]=[CH:12][CH:11]=2)[C@H:4]([O:17][C:18](=[O:25])[C:19]2[CH:24]=[CH:23][CH:22]=[CH:21][CH:20]=2)[C:3]1=[O:26].C(=O)(SC)O[O:29][CH:30]([O:34][C:35](=[O:39])[CH:36]([CH3:38])[CH3:37])[CH:31]([CH3:33])[CH3:32].[C:43](OO)(=[O:45])C. The catalyst is ClCCl.C(O)(=O)C. The product is [CH3:38][CH:36]([CH3:37])[C:35]([O:34][C@H:30]([O:29][C:43]([O:1][N:2]1[C:6](=[O:7])[C@@H:5]([O:8][C:9](=[O:16])[C:10]2[CH:11]=[CH:12][CH:13]=[CH:14][CH:15]=2)[C@H:4]([O:17][C:18](=[O:25])[C:19]2[CH:24]=[CH:23][CH:22]=[CH:21][CH:20]=2)[C:3]1=[O:26])=[O:45])[CH:31]([CH3:32])[CH3:33])=[O:39]. The yield is 0.250. (5) The reactants are Cl.[Cl:2][C:3]1[CH:4]=[C:5]([C:9]([F:13])([F:12])[CH2:10][NH2:11])[CH:6]=[CH:7][CH:8]=1.[OH-].[Na+]. No catalyst specified. The product is [Cl:2][C:3]1[CH:4]=[C:5]([C:9]([F:12])([F:13])[CH2:10][NH2:11])[CH:6]=[CH:7][CH:8]=1. The yield is 1.00. (6) The reactants are [Cl:1][C:2]1[C:13]([F:14])=[CH:12][CH:11]=[CH:10][C:3]=1[C:4](N(OC)C)=[O:5].[CH3:15][Mg]Cl. The catalyst is O1CCCC1. The product is [Cl:1][C:2]1[C:13]([F:14])=[CH:12][CH:11]=[CH:10][C:3]=1[C:4](=[O:5])[CH3:15]. The yield is 0.950. (7) The reactants are [NH2:1][C:2]1[CH:3]=[C:4]([C:9]2[S:13][C:12]([C:14]([OH:20])([CH3:19])[C:15]([F:18])([F:17])[F:16])=[N:11][CH:10]=2)[CH:5]=[C:6]([CH3:8])[CH:7]=1.Cl[C:22]1[N:27]=[CH:26][C:25]([CH3:28])=[CH:24][N:23]=1.C(=O)([O-])[O-].[K+].[K+].CC(C1C=C(C(C)C)C(C2C=CC=CC=2P(C2CCCCC2)C2CCCCC2)=C(C(C)C)C=1)C. The catalyst is C1C=CC(/C=C/C(/C=C/C2C=CC=CC=2)=O)=CC=1.C1C=CC(/C=C/C(/C=C/C2C=CC=CC=2)=O)=CC=1.C1C=CC(/C=C/C(/C=C/C2C=CC=CC=2)=O)=CC=1.[Pd].[Pd]. The product is [F:16][C:15]([F:18])([F:17])[C:14]([C:12]1[S:13][C:9]([C:4]2[CH:3]=[C:2]([NH:1][C:22]3[N:27]=[CH:26][C:25]([CH3:28])=[CH:24][N:23]=3)[CH:7]=[C:6]([CH3:8])[CH:5]=2)=[CH:10][N:11]=1)([OH:20])[CH3:19]. The yield is 0.690. (8) The reactants are [C:1]([OH:13])(=[O:12])[CH2:2][C:3]([CH2:8][C:9]([OH:11])=[O:10])([C:5]([OH:7])=[O:6])[OH:4].[CH3:14][C@@H:15]1[CH2:20][CH2:19][N:18]([C:21](=[O:25])[CH2:22][C:23]#[N:24])[CH2:17][C@@H:16]1[N:26]([CH3:36])[C:27]1[C:28]2[CH:35]=[CH:34][NH:33][C:29]=2[N:30]=[CH:31][N:32]=1. The catalyst is O.CO. The product is [C:1]([OH:13])(=[O:12])[CH2:2][C:3]([CH2:8][C:9]([OH:11])=[O:10])([C:5]([OH:7])=[O:6])[OH:4].[CH3:14][C@@H:15]1[CH2:20][CH2:19][N:18]([C:21](=[O:25])[CH2:22][C:23]#[N:24])[CH2:17][C@@H:16]1[N:26]([CH3:36])[C:27]1[C:28]2[CH:35]=[CH:34][NH:33][C:29]=2[N:30]=[CH:31][N:32]=1. The yield is 0.760. (9) The reactants are [N:1]1([C:7]2[N:15]=[C:14]3[C:10]([NH:11][CH:12]=[N:13]3)=[C:9]([N:16]3[CH2:21][CH2:20][O:19][CH2:18][CH2:17]3)[N:8]=2)[CH2:6][CH2:5][O:4][CH2:3][CH2:2]1.[H-].[Na+].[CH3:24][Si:25]([CH3:32])([CH3:31])[CH2:26][CH2:27][O:28][CH2:29]Cl.O. The catalyst is CN(C=O)C.C(OCC)(=O)C. The product is [N:1]1([C:7]2[N:15]=[C:14]3[C:10]([N:11]([CH2:29][O:28][CH2:27][CH2:26][Si:25]([CH3:32])([CH3:31])[CH3:24])[CH:12]=[N:13]3)=[C:9]([N:16]3[CH2:17][CH2:18][O:19][CH2:20][CH2:21]3)[N:8]=2)[CH2:6][CH2:5][O:4][CH2:3][CH2:2]1. The yield is 0.780. (10) The reactants are [N+:1]([C:4]1[CH:5]=[N:6][CH:7]=[CH:8][C:9]=1[C:10]1[CH2:15][CH2:14][CH2:13][CH:12]([N:16]2[C:24](=[O:25])[C:23]3[C:18](=[CH:19][CH:20]=[CH:21][CH:22]=3)[C:17]2=[O:26])[CH:11]=1)([O-])=O. The catalyst is C(O)(=O)C.[Pd]. The product is [NH2:1][C:4]1[CH:5]=[N:6][CH:7]=[CH:8][C:9]=1[CH:10]1[CH2:15][CH2:14][CH2:13][CH:12]([N:16]2[C:17](=[O:26])[C:18]3[C:23](=[CH:22][CH:21]=[CH:20][CH:19]=3)[C:24]2=[O:25])[CH2:11]1. The yield is 0.730.